Dataset: Catalyst prediction with 721,799 reactions and 888 catalyst types from USPTO. Task: Predict which catalyst facilitates the given reaction. Reactant: [O:1]1[C:5]2[CH:6]=[CH:7][C:8]([C:10]3[N:11]=[C:12]([CH3:24])[C:13]4[C:18]([CH:19]=3)=[CH:17][C:16]([O:20][CH3:21])=[C:15]([O:22][CH3:23])[CH:14]=4)=[CH:9][C:4]=2[O:3]C1.B(Br)(Br)Br.[Cl-:29]. Product: [ClH:29].[CH3:21][O:20][C:16]1[CH:17]=[C:18]2[C:13](=[CH:14][C:15]=1[O:22][CH3:23])[C:12]([CH3:24])=[N:11][C:10]([C:8]1[CH:9]=[C:4]([OH:3])[C:5]([OH:1])=[CH:6][CH:7]=1)=[CH:19]2. The catalyst class is: 2.